Dataset: Full USPTO retrosynthesis dataset with 1.9M reactions from patents (1976-2016). Task: Predict the reactants needed to synthesize the given product. (1) Given the product [Cl:9][CH2:10][C:11]1[N:1]=[C:2]2[CH:7]=[CH:6][CH:5]=[C:4]([CH3:8])[N:3]2[C:13](=[O:14])[CH:12]=1, predict the reactants needed to synthesize it. The reactants are: [NH2:1][C:2]1[CH:7]=[CH:6][CH:5]=[C:4]([CH3:8])[N:3]=1.[Cl:9][CH2:10][C:11](=O)[CH2:12][C:13](OCC)=[O:14]. (2) Given the product [N+:1]1([O-:19])[C:10]2[CH2:9][CH2:8][CH2:7][CH2:6][C:5]=2[CH:4]=[CH:3][CH:2]=1, predict the reactants needed to synthesize it. The reactants are: [N:1]1[C:10]2[CH2:9][CH2:8][CH2:7][CH2:6][C:5]=2[CH:4]=[CH:3][CH:2]=1.ClC1C=CC=C(C(OO)=[O:19])C=1. (3) The reactants are: [CH3:1][O:2][C:3]1[CH:20]=[C:19]2[C:6]([C@@:7]3([CH3:24])[C@H:16]([CH2:17][S:18]2)[C@:15]2([CH3:21])[C@H:10]([C:11]([CH3:23])([CH3:22])[CH2:12][CH2:13][CH2:14]2)[CH2:9][CH2:8]3)=[C:5]([C:25]([OH:27])=O)[CH:4]=1.[CH3:28][N:29](C(ON1N=NC2C=CC=NC1=2)=[N+](C)C)C.F[P-](F)(F)(F)(F)F.CCN(C(C)C)C(C)C.CN. Given the product [CH3:1][O:2][C:3]1[CH:20]=[C:19]2[C:6]([C@@:7]3([CH3:24])[C@H:16]([CH2:17][S:18]2)[C@:15]2([CH3:21])[C@H:10]([C:11]([CH3:23])([CH3:22])[CH2:12][CH2:13][CH2:14]2)[CH2:9][CH2:8]3)=[C:5]([C:25]([NH:29][CH3:28])=[O:27])[CH:4]=1, predict the reactants needed to synthesize it. (4) The reactants are: Br[C:2]1[CH:7]=[C:6]([F:8])[CH:5]=[CH:4][C:3]=1[NH:9][C:10]([O:12][CH:13]1[CH2:18][CH2:17][N:16]([C:19]([O:21][C:22]([CH3:25])([CH3:24])[CH3:23])=[O:20])[CH2:15][CH2:14]1)=[O:11].[CH2:26]([O:33][C:34]1[CH:39]=[CH:38][C:37](B(O)O)=[CH:36][C:35]=1[Cl:43])[C:27]1[CH:32]=[CH:31][CH:30]=[CH:29][CH:28]=1.C(=O)([O-])[O-].[Na+].[Na+].CN(C)C=O. Given the product [CH2:26]([O:33][C:34]1[CH:39]=[CH:38][C:37]([C:2]2[CH:7]=[C:6]([F:8])[CH:5]=[CH:4][C:3]=2[NH:9][C:10]([O:12][CH:13]2[CH2:18][CH2:17][N:16]([C:19]([O:21][C:22]([CH3:25])([CH3:24])[CH3:23])=[O:20])[CH2:15][CH2:14]2)=[O:11])=[CH:36][C:35]=1[Cl:43])[C:27]1[CH:28]=[CH:29][CH:30]=[CH:31][CH:32]=1, predict the reactants needed to synthesize it.